This data is from Catalyst prediction with 721,799 reactions and 888 catalyst types from USPTO. The task is: Predict which catalyst facilitates the given reaction. (1) Reactant: Br[C:2]1[CH:3]=[C:4]([CH:7]([O:11]CC)OCC)[O:5][CH:6]=1.C([Li])(CC)C.[B:19](OC(C)C)([O:24]C(C)C)[O:20]C(C)C.Cl. Product: [CH:7]([C:4]1[O:5][C:6]([B:19]([OH:24])[OH:20])=[CH:2][CH:3]=1)=[O:11]. The catalyst class is: 28. (2) Reactant: [OH:1][CH2:2][C:3]1([CH3:31])[S:9][CH2:8][CH2:7][N:6]2[C:10]([C:13]3([C:16]4[CH:21]=[CH:20][C:19]([C:22]5[CH:30]=[CH:29][C:25]([C:26](N)=[O:27])=[CH:24][N:23]=5)=[CH:18][CH:17]=4)[CH2:15][CH2:14]3)=[N:11][N:12]=[C:5]2[CH2:4]1.[OH-:32].[K+].Cl. Product: [OH:1][CH2:2][C:3]1([CH3:31])[S:9][CH2:8][CH2:7][N:6]2[C:10]([C:13]3([C:16]4[CH:21]=[CH:20][C:19]([C:22]5[CH:30]=[CH:29][C:25]([C:26]([OH:27])=[O:32])=[CH:24][N:23]=5)=[CH:18][CH:17]=4)[CH2:15][CH2:14]3)=[N:11][N:12]=[C:5]2[CH2:4]1. The catalyst class is: 40.